This data is from NCI-60 drug combinations with 297,098 pairs across 59 cell lines. The task is: Regression. Given two drug SMILES strings and cell line genomic features, predict the synergy score measuring deviation from expected non-interaction effect. (1) Drug 1: CN1C(=O)N2C=NC(=C2N=N1)C(=O)N. Drug 2: C1CN(P(=O)(OC1)NCCCl)CCCl. Cell line: SNB-19. Synergy scores: CSS=0.441, Synergy_ZIP=-1.02, Synergy_Bliss=-0.126, Synergy_Loewe=-2.49, Synergy_HSA=-1.28. (2) Drug 1: CC1=C2C(C(=O)C3(C(CC4C(C3C(C(C2(C)C)(CC1OC(=O)C(C(C5=CC=CC=C5)NC(=O)OC(C)(C)C)O)O)OC(=O)C6=CC=CC=C6)(CO4)OC(=O)C)O)C)O. Drug 2: C(CN)CNCCSP(=O)(O)O. Cell line: COLO 205. Synergy scores: CSS=11.4, Synergy_ZIP=0.367, Synergy_Bliss=2.23, Synergy_Loewe=8.82, Synergy_HSA=0.492. (3) Drug 1: C1CCC(C1)C(CC#N)N2C=C(C=N2)C3=C4C=CNC4=NC=N3. Drug 2: CCC1(C2=C(COC1=O)C(=O)N3CC4=CC5=C(C=CC(=C5CN(C)C)O)N=C4C3=C2)O.Cl. Cell line: CAKI-1. Synergy scores: CSS=10.3, Synergy_ZIP=-12.9, Synergy_Bliss=-9.84, Synergy_Loewe=-19.8, Synergy_HSA=-6.89. (4) Drug 1: CN(C)C1=NC(=NC(=N1)N(C)C)N(C)C. Drug 2: CC1=C(C(CCC1)(C)C)C=CC(=CC=CC(=CC(=O)O)C)C. Cell line: NCI-H522. Synergy scores: CSS=1.97, Synergy_ZIP=-0.678, Synergy_Bliss=-0.520, Synergy_Loewe=-16.2, Synergy_HSA=-3.75. (5) Drug 1: CC1=C(C=C(C=C1)NC2=NC=CC(=N2)N(C)C3=CC4=NN(C(=C4C=C3)C)C)S(=O)(=O)N.Cl. Drug 2: C1=CC(=CC=C1CC(C(=O)O)N)N(CCCl)CCCl.Cl. Cell line: EKVX. Synergy scores: CSS=2.56, Synergy_ZIP=1.64, Synergy_Bliss=0.864, Synergy_Loewe=-2.66, Synergy_HSA=-1.72. (6) Drug 1: C1CCC(C1)C(CC#N)N2C=C(C=N2)C3=C4C=CNC4=NC=N3. Cell line: SN12C. Drug 2: CS(=O)(=O)OCCCCOS(=O)(=O)C. Synergy scores: CSS=7.60, Synergy_ZIP=-4.35, Synergy_Bliss=-5.80, Synergy_Loewe=-5.28, Synergy_HSA=-5.17.